Dataset: Reaction yield outcomes from USPTO patents with 853,638 reactions. Task: Predict the reaction yield, written as a fraction of the theoretical maximum amount of product (1.0 means a 100% yield; for example, 0.34 means a 34% yield). The reactants are [Cl:1][C:2]1[C:3]([OH:19])=[CH:4][C:5]2[C:14]3[C:9](=[C:10]([CH3:15])[N:11]=[CH:12][CH:13]=3)[C:8](=[O:16])[N:7]([CH3:17])[C:6]=2[CH:18]=1.[H-].[Na+].[CH3:22]I. The catalyst is CN(C=O)C.O. The product is [Cl:1][C:2]1[C:3]([O:19][CH3:22])=[CH:4][C:5]2[C:14]3[C:9](=[C:10]([CH3:15])[N:11]=[CH:12][CH:13]=3)[C:8](=[O:16])[N:7]([CH3:17])[C:6]=2[CH:18]=1. The yield is 0.380.